Task: Predict the reactants needed to synthesize the given product.. Dataset: Full USPTO retrosynthesis dataset with 1.9M reactions from patents (1976-2016) (1) Given the product [Br:24][C:3]1[CH:2]=[CH:1][C:13]2[N:12]([C:14]3[C:19]([C:20]([O:22][CH3:23])=[O:21])=[CH:18][N:17]=[CH:16][CH:15]=3)[C:11]3[C:6]([C:5]=2[CH:4]=1)=[CH:7][CH:8]=[CH:9][CH:10]=3, predict the reactants needed to synthesize it. The reactants are: [CH:1]1[C:13]2[N:12]([C:14]3[C:19]([C:20]([O:22][CH3:23])=[O:21])=[CH:18][N:17]=[CH:16][CH:15]=3)[C:11]3[C:6](=[CH:7][CH:8]=[CH:9][CH:10]=3)[C:5]=2[CH:4]=[CH:3][CH:2]=1.[Br:24]N1C(=O)CCC1=O.O. (2) Given the product [Cl:1][C:2]1[CH:3]=[C:4]2[C:8](=[C:9]([F:11])[CH:10]=1)[N:7]([CH2:12][CH2:13][S:14]([CH3:17])(=[O:16])=[O:15])[C:6]([CH2:18][N:26]1[C:27]3=[CH:28][N:29]=[CH:30][CH:31]=[C:32]3[C:24]([S:21]([CH3:20])(=[O:22])=[O:23])=[N:25]1)=[CH:5]2, predict the reactants needed to synthesize it. The reactants are: [Cl:1][C:2]1[CH:3]=[C:4]2[C:8](=[C:9]([F:11])[CH:10]=1)[N:7]([CH2:12][CH2:13][S:14]([CH3:17])(=[O:16])=[O:15])[C:6]([CH2:18]Cl)=[CH:5]2.[CH3:20][S:21]([C:24]1[C:32]2[C:27](=[CH:28][N:29]=[CH:30][CH:31]=2)[NH:26][N:25]=1)(=[O:23])=[O:22].C([O-])([O-])=O.[K+].[K+].